This data is from Catalyst prediction with 721,799 reactions and 888 catalyst types from USPTO. The task is: Predict which catalyst facilitates the given reaction. (1) Reactant: [CH2:1]([NH:3][CH2:4][CH2:5][NH:6][C:7]([C:9]1[NH:10][C:11]2[C:16]([CH:17]=1)=[CH:15][C:14]([N+:18]([O-:20])=[O:19])=[CH:13][CH:12]=2)=[O:8])[CH3:2].[C:21](O[C:21]([O:23][C:24]([CH3:27])([CH3:26])[CH3:25])=[O:22])([O:23][C:24]([CH3:27])([CH3:26])[CH3:25])=[O:22]. Product: [CH3:25][C:24]([O:23][C:21](=[O:22])[N:3]([CH2:1][CH3:2])[CH2:4][CH2:5][NH:6][C:7]([C:9]1[NH:10][C:11]2[C:16]([CH:17]=1)=[CH:15][C:14]([N+:18]([O-:20])=[O:19])=[CH:13][CH:12]=2)=[O:8])([CH3:27])[CH3:26]. The catalyst class is: 198. (2) Reactant: C(O)=O.[C:4]([C:6]1[CH:7]=[C:8]([C:16]2[O:20][N:19]=[C:18]([C:21]3[CH:30]=[CH:29][CH:28]=[C:27]4[C:22]=3[CH2:23][CH2:24][N:25]([CH2:31][CH2:32][C:33]([O:35]C)=[O:34])[CH2:26]4)[N:17]=2)[CH:9]=[CH:10][C:11]=1[O:12][CH:13]([CH3:15])[CH3:14])#[N:5].[Li+].[OH-].Cl.C(Cl)[Cl:41]. Product: [ClH:41].[C:4]([C:6]1[CH:7]=[C:8]([C:16]2[O:20][N:19]=[C:18]([C:21]3[CH:30]=[CH:29][CH:28]=[C:27]4[C:22]=3[CH2:23][CH2:24][N:25]([CH2:31][CH2:32][C:33]([OH:35])=[O:34])[CH2:26]4)[N:17]=2)[CH:9]=[CH:10][C:11]=1[O:12][CH:13]([CH3:15])[CH3:14])#[N:5]. The catalyst class is: 87. (3) Reactant: [Cl:1][C:2]1[C:3](Cl)=[N:4][CH:5]=[C:6]([CH:10]=1)[C:7]([OH:9])=[O:8].[F:12][C:13]1[CH:14]=[C:15](B(O)O)[CH:16]=[CH:17][CH:18]=1.CN(C=O)C.C([O-])([O-])=O.[Cs+].[Cs+]. The catalyst class is: 84. Product: [Cl:1][C:2]1[C:3]([C:17]2[CH:16]=[CH:15][CH:14]=[C:13]([F:12])[CH:18]=2)=[N:4][CH:5]=[C:6]([CH:10]=1)[C:7]([OH:9])=[O:8].